This data is from Forward reaction prediction with 1.9M reactions from USPTO patents (1976-2016). The task is: Predict the product of the given reaction. Given the reactants [CH:1]([C:3]1[CH:4]=[C:5]2[C:10](=[CH:11][CH:12]=1)[N:9]=[CH:8][C:7]([C:13]#[N:14])=[C:6]2[O:15][CH2:16][CH:17]([CH3:19])[CH3:18])=O.COC1C=CC(/C=[C:35]2/[C:36]([NH:38][C:39]([S:41]/2)=[NH:40])=[O:37])=CC=1OC1CCCC1.C([O-])(=O)C.[Na+], predict the reaction product. The product is: [NH2:40][C:39]1[S:41]/[C:35](=[CH:1]\[C:3]2[CH:4]=[C:5]3[C:10](=[CH:11][CH:12]=2)[N:9]=[CH:8][C:7]([C:13]#[N:14])=[C:6]3[O:15][CH2:16][CH:17]([CH3:19])[CH3:18])/[C:36](=[O:37])[N:38]=1.